From a dataset of Full USPTO retrosynthesis dataset with 1.9M reactions from patents (1976-2016). Predict the reactants needed to synthesize the given product. (1) Given the product [CH3:1][O:2][C:3]1[CH:4]=[C:5]([N:6]2[CH:27]=[C:26]([C:25]([O:29][CH2:30][CH3:31])=[O:28])[N:19]=[N:20]2)[CH:7]=[CH:8][CH:9]=1, predict the reactants needed to synthesize it. The reactants are: [CH3:1][O:2][C:3]1[CH:4]=[C:5]([CH:7]=[CH:8][CH:9]=1)[NH2:6].N(OCCC(C)C)=O.N([Si](C)(C)C)=[N+:19]=[N-:20].[C:25]([O:29][CH2:30][CH3:31])(=[O:28])[C:26]#[CH:27]. (2) Given the product [CH2:1]([O:8][C:9]1[CH:14]=[C:13]([CH2:31][C:32]2[CH:37]=[C:36]([CH3:38])[CH:35]=[CH:34][C:33]=2[O:39][CH2:40][C:41]2[CH:46]=[CH:45][C:44]([O:47][CH3:48])=[CH:43][CH:42]=2)[CH:12]=[CH:11][C:10]=1[N:16]1[S:20](=[O:22])(=[O:21])[N:19]([CH2:23][CH2:24][Si:25]([CH3:28])([CH3:27])[CH3:26])[C:18](=[O:29])[CH2:17]1)[C:2]1[CH:7]=[CH:6][CH:5]=[CH:4][CH:3]=1, predict the reactants needed to synthesize it. The reactants are: [CH2:1]([O:8][C:9]1[CH:14]=[C:13](I)[CH:12]=[CH:11][C:10]=1[N:16]1[S:20](=[O:22])(=[O:21])[N:19]([CH2:23][CH2:24][Si:25]([CH3:28])([CH3:27])[CH3:26])[C:18](=[O:29])[CH2:17]1)[C:2]1[CH:7]=[CH:6][CH:5]=[CH:4][CH:3]=1.I[CH2:31][C:32]1[CH:37]=[C:36]([CH3:38])[CH:35]=[CH:34][C:33]=1[O:39][CH2:40][C:41]1[CH:46]=[CH:45][C:44]([O:47][CH3:48])=[CH:43][CH:42]=1. (3) Given the product [N:9]1[C:8]2[CH:7]=[CH:6][CH:5]=[N:4][C:3]=2[CH:1]=[N:2][CH:17]=1, predict the reactants needed to synthesize it. The reactants are: [C:1]([C:3]1[C:8]([N+:9]([O-])=O)=[CH:7][C:6](Br)=[CH:5][N:4]=1)#[N:2].[OH-].[Na+].Cl.N[C:17](N)=O. (4) Given the product [F:1][C:2]([F:7])([F:6])[CH:3]([O:4][C:44]([N:29]1[CH2:28][CH2:27][CH:26]([N:23]2[C:19]3=[N:20][CH:21]=[N:22][C:17]([O:16][C:15]4[CH:14]=[CH:13][C:12]([S:9]([CH3:8])(=[O:11])=[O:10])=[CH:33][CH:32]=4)=[C:18]3[CH:25]=[N:24]2)[CH2:31][CH2:30]1)=[O:43])[CH3:34], predict the reactants needed to synthesize it. The reactants are: [F:1][C:2]([F:7])([F:6])[C:3](O)=[O:4].[CH3:8][S:9]([C:12]1[CH:33]=[CH:32][C:15]([O:16][C:17]2[N:22]=[CH:21][N:20]=[C:19]3[N:23]([CH:26]4[CH2:31][CH2:30][NH:29][CH2:28][CH2:27]4)[N:24]=[CH:25][C:18]=23)=[CH:14][CH:13]=1)(=[O:11])=[O:10].[CH:34](N(C(C)C)CC)(C)C.[O:43]1CCC[CH2:44]1. (5) Given the product [NH2:45][C:43]([C@H:38]1[CH2:39][CH2:40][CH2:41][CH2:42][C@H:37]1[NH:36][C:16]([C@@H:9]1[CH2:10][C:11](=[N:13][O:14][CH3:15])[CH2:12][N:8]1[C:6]([C:30]1[CH:29]=[CH:28][C:27]([C:21]2[C:22]([CH3:26])=[CH:23][CH:24]=[CH:25][C:20]=2[CH3:19])=[CH:32][CH:31]=1)=[O:7])=[O:18])=[O:44], predict the reactants needed to synthesize it. The reactants are: C(O[C:6]([N:8]1[CH2:12][C:11](=[N:13][O:14][CH3:15])[CH2:10][C@H:9]1[C:16]([OH:18])=O)=[O:7])(C)(C)C.[CH3:19][C:20]1[CH:25]=[CH:24][CH:23]=[C:22]([CH3:26])[C:21]=1[C:27]1[CH:32]=[CH:31][C:30](C(O)=O)=[CH:29][CH:28]=1.[NH2:36][C@@H:37]1[CH2:42][CH2:41][CH2:40][CH2:39][C@@H:38]1[C:43]([NH2:45])=[O:44].